Task: Binary Classification. Given a drug SMILES string, predict its activity (active/inactive) in a high-throughput screening assay against a specified biological target.. Dataset: Orexin1 receptor HTS with 218,158 compounds and 233 confirmed actives (1) The compound is O=C(N)c1c(/N=C\c2cc(ccc2)C)cccc1. The result is 0 (inactive). (2) The molecule is S(c1nc2oc(c(c2c(NC(=O)c2ccccc2)n1)C)C)CC(=O)Nc1c(cccc1)C(OC)=O. The result is 0 (inactive). (3) The compound is O(c1cc(C(=O)Nc2cc(NC(=O)c3occc3)ccc2)ccc1)CCC. The result is 0 (inactive). (4) The compound is S1C(CC(CC1)c1scc(n1)c1ccc(OC)cc1)(CC)C. The result is 0 (inactive).